Dataset: Forward reaction prediction with 1.9M reactions from USPTO patents (1976-2016). Task: Predict the product of the given reaction. (1) Given the reactants [O:1]1[C:6]2[CH:7]=[CH:8][CH:9]=[C:10]([CH:11]=O)[C:5]=2[O:4][CH2:3][CH2:2]1.C(O)(=O)[CH2:14][C:15]([OH:17])=[O:16], predict the reaction product. The product is: [O:1]1[C:6]2[CH:7]=[CH:8][CH:9]=[C:10]([CH:11]=[CH:14][C:15]([OH:17])=[O:16])[C:5]=2[O:4][CH2:3][CH2:2]1. (2) Given the reactants [Cl:1]N1C(=O)CCC1=O.[S:9]1[CH:13]=[CH:12][C:11]([C:14]([OH:16])=[O:15])=[CH:10]1, predict the reaction product. The product is: [Cl:1][C:13]1[S:9][CH:10]=[C:11]([C:14]([OH:16])=[O:15])[CH:12]=1.